This data is from Forward reaction prediction with 1.9M reactions from USPTO patents (1976-2016). The task is: Predict the product of the given reaction. Given the reactants [C:1]1([C:7]2[CH:8]=[C:9]3[C:13](=[C:14]([C:16]([NH2:18])=[O:17])[CH:15]=2)[NH:12][CH:11]=[C:10]3[CH:19]2[CH2:24][CH2:23][NH:22][CH2:21][CH2:20]2)[CH:6]=[CH:5][CH:4]=[CH:3][CH:2]=1.C(N(CC)CC)C.[Cl:32][CH2:33][CH2:34][S:35](Cl)(=[O:37])=[O:36], predict the reaction product. The product is: [Cl:32][CH2:33][CH2:34][S:35]([N:22]1[CH2:23][CH2:24][CH:19]([C:10]2[C:9]3[C:13](=[C:14]([C:16]([NH2:18])=[O:17])[CH:15]=[C:7]([C:1]4[CH:2]=[CH:3][CH:4]=[CH:5][CH:6]=4)[CH:8]=3)[NH:12][CH:11]=2)[CH2:20][CH2:21]1)(=[O:37])=[O:36].